Task: Predict the reactants needed to synthesize the given product.. Dataset: Full USPTO retrosynthesis dataset with 1.9M reactions from patents (1976-2016) (1) Given the product [CH:21]([C:18]1[N:19]=[CH:20][C:15]([NH:14][C:11]([CH:1]2[C:10]3[C:5](=[CH:6][CH:7]=[CH:8][CH:9]=3)[CH2:4][CH2:3][CH2:2]2)=[O:13])=[CH:16][CH:17]=1)([CH3:23])[CH3:22], predict the reactants needed to synthesize it. The reactants are: [CH:1]1([C:11]([OH:13])=O)[C:10]2[C:5](=[CH:6][CH:7]=[CH:8][CH:9]=2)[CH2:4][CH2:3][CH2:2]1.[NH2:14][C:15]1[CH:16]=[CH:17][C:18]([CH:21]([CH3:23])[CH3:22])=[N:19][CH:20]=1. (2) Given the product [O:1]1[C:5]2[CH:6]=[CH:7][C:8]([C:10]3[CH:19]=[C:18]([N:25]4[CH:26]=[CH:27][C:23]([C:22]([F:29])([F:28])[F:21])=[N:24]4)[C:17]4[C:12](=[CH:13][CH:14]=[CH:15][CH:16]=4)[N:11]=3)=[CH:9][C:4]=2[O:3][CH2:2]1, predict the reactants needed to synthesize it. The reactants are: [O:1]1[C:5]2[CH:6]=[CH:7][C:8]([C:10]3[CH:19]=[C:18](Cl)[C:17]4[C:12](=[CH:13][CH:14]=[CH:15][CH:16]=4)[N:11]=3)=[CH:9][C:4]=2[O:3][CH2:2]1.[F:21][C:22]([F:29])([F:28])[C:23]1[CH:27]=[CH:26][NH:25][N:24]=1.[H-].[Na+]. (3) Given the product [Br:23][C:21]1[CH:22]=[C:17]([NH:1][C:2]2[CH:3]=[CH:4][C:5]([C:8]([N:10]3[CH2:15][CH2:14][O:13][CH2:12][CH2:11]3)=[O:9])=[CH:6][N:7]=2)[C:18](=[O:25])[N:19]([CH3:24])[CH:20]=1, predict the reactants needed to synthesize it. The reactants are: [NH2:1][C:2]1[N:7]=[CH:6][C:5]([C:8]([N:10]2[CH2:15][CH2:14][O:13][CH2:12][CH2:11]2)=[O:9])=[CH:4][CH:3]=1.Br[C:17]1[C:18](=[O:25])[N:19]([CH3:24])[CH:20]=[C:21]([Br:23])[CH:22]=1. (4) Given the product [C:25]1([CH:31]([C:37]2[CH:42]=[CH:41][CH:40]=[CH:39][CH:38]=2)[N:32]2[CH2:35][C:34](=[CH:20][C:21]([O:23][CH3:24])=[O:22])[CH2:33]2)[CH:30]=[CH:29][CH:28]=[CH:27][CH:26]=1, predict the reactants needed to synthesize it. The reactants are: C1(P(=[CH:20][C:21]([O:23][CH3:24])=[O:22])(C2C=CC=CC=2)C2C=CC=CC=2)C=CC=CC=1.[C:25]1([CH:31]([C:37]2[CH:42]=[CH:41][CH:40]=[CH:39][CH:38]=2)[N:32]2[CH2:35][C:34](=O)[CH2:33]2)[CH:30]=[CH:29][CH:28]=[CH:27][CH:26]=1. (5) Given the product [CH3:13][C@@H:14]1[CH2:15][N:16]([C:2]2[CH:12]=[N:11][C:5]3[O:6][CH2:7][C:8](=[O:10])[NH:9][C:4]=3[CH:3]=2)[C@H:17]([C:20]2[CH:21]=[CH:22][CH:23]=[CH:24][CH:25]=2)[CH2:18][O:19]1, predict the reactants needed to synthesize it. The reactants are: Br[C:2]1[CH:12]=[N:11][C:5]2[O:6][CH2:7][C:8](=[O:10])[NH:9][C:4]=2[CH:3]=1.[CH3:13][C@H:14]1[O:19][CH2:18][C@@H:17]([C:20]2[CH:25]=[CH:24][CH:23]=[CH:22][CH:21]=2)[NH:16][CH2:15]1. (6) Given the product [CH2:12]([N:8]1[C:9]2[C:5](=[CH:4][C:3]([OH:2])=[CH:11][CH:10]=2)[CH2:6][CH2:7]1)[CH2:13][C:14]1[CH:15]=[CH:16][CH:17]=[CH:18][CH:19]=1, predict the reactants needed to synthesize it. The reactants are: C[O:2][C:3]1[CH:4]=[C:5]2[C:9](=[CH:10][CH:11]=1)[N:8]([CH2:12][CH2:13][C:14]1[CH:19]=[CH:18][CH:17]=[CH:16][CH:15]=1)[CH:7]=[CH:6]2.B(Br)(Br)Br.ClCCl.CO.C([O-])(O)=O.[Na+]. (7) Given the product [C:17]1([C:20]2[CH:25]=[CH:24][CH:23]=[CH:22][CH:21]=2)[CH:16]=[CH:15][C:14]([O:13][CH2:12][C:11]([NH:10][C:9]2[C:5]([C:3]([OH:4])=[O:2])=[CH:6][S:7][CH:8]=2)=[O:26])=[CH:19][CH:18]=1, predict the reactants needed to synthesize it. The reactants are: C[O:2][C:3]([C:5]1[C:9]([NH:10][C:11](=[O:26])[CH2:12][O:13][C:14]2[CH:19]=[CH:18][C:17]([C:20]3[CH:25]=[CH:24][CH:23]=[CH:22][CH:21]=3)=[CH:16][CH:15]=2)=[CH:8][S:7][CH:6]=1)=[O:4].[OH-].[Na+]. (8) Given the product [Cl:22][C:15]1[CH2:16][C:2]([CH3:18])([CH3:1])[CH2:3][C:4]2[C:5]=1[S:6][CH2:7][C@@H:8]([C:10]([O:12][CH2:13][CH3:14])=[O:11])[N:9]=2, predict the reactants needed to synthesize it. The reactants are: [CH3:1][C:2]1([CH3:18])[CH2:16][C:15](=O)[C:5]2[S:6][CH2:7][C@@H:8]([C:10]([O:12][CH2:13][CH3:14])=[O:11])[NH:9][C:4]=2[CH2:3]1.C(Cl)(=O)C([Cl:22])=O.